From a dataset of Catalyst prediction with 721,799 reactions and 888 catalyst types from USPTO. Predict which catalyst facilitates the given reaction. (1) Reactant: [Cl:1][C:2]1[CH:7]=[C:6]([NH:8][C:9]([CH2:11][N:12]2[C:21]3[C:16](=[CH:17][CH:18]=[CH:19][CH:20]=3)[C:15](=[O:22])[N:14]([CH2:23][C:24]([OH:26])=O)[C:13]2=[O:27])=[O:10])[CH:5]=[C:4]([Cl:28])[N:3]=1.CN(C(ON1N=NC2C=CC=NC1=2)=[N+](C)C)C.F[P-](F)(F)(F)(F)F.C(N(CC)CC)C.[CH3:60][N:61]1[CH2:66][CH2:65][NH:64][CH2:63][CH2:62]1. Product: [Cl:28][C:4]1[CH:5]=[C:6]([NH:8][C:9](=[O:10])[CH2:11][N:12]2[C:21]3[C:16](=[CH:17][CH:18]=[CH:19][CH:20]=3)[C:15](=[O:22])[N:14]([CH2:23][C:24]([N:64]3[CH2:65][CH2:66][N:61]([CH3:60])[CH2:62][CH2:63]3)=[O:26])[C:13]2=[O:27])[CH:7]=[C:2]([Cl:1])[N:3]=1. The catalyst class is: 37. (2) Reactant: [Cl:1][C:2]1[CH:7]=[CH:6][N:5]=[C:4]2[CH:8]=[CH:9][S:10][C:3]=12.[Li]CCCC.CN([CH:19]=[O:20])C. Product: [Cl:1][C:2]1[CH:7]=[CH:6][N:5]=[C:4]2[CH:8]=[C:9]([CH:19]=[O:20])[S:10][C:3]=12. The catalyst class is: 1.